This data is from Forward reaction prediction with 1.9M reactions from USPTO patents (1976-2016). The task is: Predict the product of the given reaction. (1) Given the reactants [C:1]([C:3](=[C:8]([NH:11][C:12](=O)[C:13]([CH3:16])([CH3:15])[CH3:14])SC)[C:4]([O:6]C)=[O:5])#[N:2].C[OH:19].[CH3:20][O:21][CH2:22][CH2:23][CH2:24][NH2:25], predict the reaction product. The product is: [C:13]([C:12]1[NH:2][C:1](=[O:19])[C:3]([C:4]([OH:6])=[O:5])=[C:8]([NH:25][CH2:24][CH2:23][CH2:22][O:21][CH3:20])[N:11]=1)([CH3:16])([CH3:15])[CH3:14]. (2) Given the reactants [CH:1]1([C:4]2[C:5]([O:13][CH:14]([CH3:17])[CH2:15][F:16])=[CH:6][C:7]([C:10]([OH:12])=O)=[N:8][CH:9]=2)[CH2:3][CH2:2]1.CN(C(ON1N=NC2C=CC=CC1=2)=[N+](C)C)C.[B-](F)(F)(F)F.C(N(CC)CC)C.Cl.[CH:48]1([CH2:51][C:52]([C:55]2[N:59]=[C:58]([CH3:60])[O:57][N:56]=2)([NH2:54])[CH3:53])[CH2:50][CH2:49]1, predict the reaction product. The product is: [CH:1]1([C:4]2[C:5]([O:13][CH:14]([CH3:17])[CH2:15][F:16])=[CH:6][C:7]([C:10]([NH:54][C:52]([C:55]3[N:59]=[C:58]([CH3:60])[O:57][N:56]=3)([CH3:53])[CH2:51][CH:48]3[CH2:49][CH2:50]3)=[O:12])=[N:8][CH:9]=2)[CH2:2][CH2:3]1. (3) Given the reactants [Cl:1][C:2]1[CH:10]=[C:9]2[C:5]([C:6]([C:11]([N:13]3[CH2:18][CH2:17][CH:16]([C:19]4[C:24]([O:25][CH3:26])=[CH:23][CH:22]=[CH:21][C:20]=4[O:27][CH3:28])[CH2:15][CH2:14]3)=[O:12])=[CH:7][NH:8]2)=[CH:4][CH:3]=1.[N:29]1[CH:34]=[CH:33][CH:32]=[CH:31][C:30]=1[CH2:35]OS(C)(=O)=O, predict the reaction product. The product is: [Cl:1][C:2]1[CH:10]=[C:9]2[C:5]([C:6]([C:11]([N:13]3[CH2:14][CH2:15][CH:16]([C:19]4[C:24]([O:25][CH3:26])=[CH:23][CH:22]=[CH:21][C:20]=4[O:27][CH3:28])[CH2:17][CH2:18]3)=[O:12])=[CH:7][N:8]2[CH2:35][C:30]2[CH:31]=[CH:32][CH:33]=[CH:34][N:29]=2)=[CH:4][CH:3]=1. (4) Given the reactants F[C:2]1[CH:9]=[CH:8][C:5]([CH:6]=[O:7])=[CH:4][CH:3]=1.[CH2:10]([O:13][C:14]1[CH:19]=[CH:18][C:17]([OH:20])=[CH:16][CH:15]=1)[CH:11]=[CH2:12].C([O-])([O-])=O.[K+].[K+], predict the reaction product. The product is: [CH2:10]([O:13][C:14]1[CH:19]=[CH:18][C:17]([O:20][C:2]2[CH:9]=[CH:8][C:5]([CH:6]=[O:7])=[CH:4][CH:3]=2)=[CH:16][CH:15]=1)[CH:11]=[CH2:12]. (5) The product is: [N+:1]([C:4]1[CH:5]=[CH:6][C:7]([CH2:8][O:9][C:10]([CH:12]2[C:20]3[C:15](=[CH:16][CH:17]=[C:18]([S:24]([Cl:23])(=[O:26])=[O:25])[CH:19]=3)[CH2:14][CH2:13]2)=[O:11])=[CH:21][CH:22]=1)([O-:3])=[O:2]. Given the reactants [N+:1]([C:4]1[CH:22]=[CH:21][C:7]([CH2:8][O:9][C:10]([CH:12]2[C:20]3[C:15](=[CH:16][CH:17]=[CH:18][CH:19]=3)[CH2:14][CH2:13]2)=[O:11])=[CH:6][CH:5]=1)([O-:3])=[O:2].[Cl:23][S:24](O)(=[O:26])=[O:25], predict the reaction product. (6) The product is: [NH2:1][CH:2]([CH:14]([OH:15])[C:11]1[CH:10]=[CH:9][C:8]([O:7][CH3:6])=[CH:13][CH:12]=1)[C:3]([OH:5])=[O:4]. Given the reactants [NH2:1][CH2:2][C:3]([OH:5])=[O:4].[CH3:6][O:7][C:8]1[CH:9]=[CH:10][C:11]([CH:14]=[O:15])=[CH:12][CH:13]=1.[OH-].[K+], predict the reaction product. (7) Given the reactants [NH2:1][C:2]1[N:7]=[C:6](Cl)[CH:5]=[C:4]([Cl:9])[N:3]=1.[OH:10][C:11]1[CH:12]=[C:13]2[C:18](=[CH:19][CH:20]=1)[C:17]([C:21]([OH:23])=[O:22])=[CH:16][CH:15]=[CH:14]2, predict the reaction product. The product is: [NH2:1][C:2]1[N:7]=[C:6]([O:10][C:11]2[CH:12]=[C:13]3[C:18](=[CH:19][CH:20]=2)[C:17]([C:21]([OH:23])=[O:22])=[CH:16][CH:15]=[CH:14]3)[CH:5]=[C:4]([Cl:9])[N:3]=1.